This data is from Full USPTO retrosynthesis dataset with 1.9M reactions from patents (1976-2016). The task is: Predict the reactants needed to synthesize the given product. Given the product [CH3:1][C:2]1[C:6]([CH2:7][C:8]2[CH:13]=[CH:12][C:11]([CH2:14][CH3:15])=[CH:10][CH:9]=2)=[C:5]([CH3:16])[N:4]([C@@H:17]2[O:46][C@H:45]([CH2:47][OH:48])[C@@H:36]([OH:37])[C@H:27]([OH:28])[C@H:18]2[OH:19])[N:3]=1, predict the reactants needed to synthesize it. The reactants are: [CH3:1][C:2]1[C:6]([CH2:7][C:8]2[CH:13]=[CH:12][C:11]([CH2:14][CH3:15])=[CH:10][CH:9]=2)=[C:5]([CH3:16])[N:4]([C@@H:17]2[O:46][C@H:45]([CH2:47][O:48]CC3C=CC=CC=3)[C@@H:36]([O:37]CC3C=CC=CC=3)[C@H:27]([O:28]CC3C=CC=CC=3)[C@H:18]2[O:19]CC2C=CC=CC=2)[N:3]=1.